Dataset: Reaction yield outcomes from USPTO patents with 853,638 reactions. Task: Predict the reaction yield, written as a fraction of the theoretical maximum amount of product (1.0 means a 100% yield; for example, 0.34 means a 34% yield). (1) The reactants are [N+:1]([C:4]1[CH:5]=[C:6]([CH:10]=[CH:11][CH:12]=1)[C:7](Cl)=[O:8])([O-:3])=[O:2].C(N(CC)CC)C.[CH3:20][N:21]1[CH2:25][CH2:24][CH2:23][C@H:22]1[CH2:26][OH:27]. The catalyst is C1COCC1.CN(C1C=CN=CC=1)C. The product is [N+:1]([C:4]1[CH:5]=[C:6]([CH:10]=[CH:11][CH:12]=1)[C:7]([O:27][CH2:26][CH:22]1[CH2:23][CH2:24][CH2:25][N:21]1[CH3:20])=[O:8])([O-:3])=[O:2]. The yield is 0.780. (2) The reactants are Cl[C:2]1[N:7]=[C:6]2[CH:8]=[N:9][CH:10]=[CH:11][C:5]2=[N:4][C:3]=1[N:12]1[CH2:17][CH2:16][CH:15]([O:18][C:19]2[CH:24]=[CH:23][C:22]([F:25])=[CH:21][C:20]=2[F:26])[CH2:14][CH2:13]1.[CH:27]1([NH2:31])[CH2:30][CH2:29][CH2:28]1.O.C(#N)C. The catalyst is CN(C=O)C. The product is [CH:27]1([NH:31][C:2]2[N:7]=[C:6]3[CH:8]=[N:9][CH:10]=[CH:11][C:5]3=[N:4][C:3]=2[N:12]2[CH2:17][CH2:16][CH:15]([O:18][C:19]3[CH:24]=[CH:23][C:22]([F:25])=[CH:21][C:20]=3[F:26])[CH2:14][CH2:13]2)[CH2:30][CH2:29][CH2:28]1. The yield is 0.780.